This data is from Retrosynthesis with 50K atom-mapped reactions and 10 reaction types from USPTO. The task is: Predict the reactants needed to synthesize the given product. (1) Given the product CCN(CCNC(=O)CN(CC(=O)N(C)N1Cc2ccccc2C1)c1cc2c(C)nn(C)c2cc1C)C(=O)OC(C)(C)C, predict the reactants needed to synthesize it. The reactants are: CB1OB(C)OB(C)O1.CCN(CCNC(=O)CN(CC(=O)N(C)N1Cc2ccccc2C1)c1cc2c(I)nn(C)c2cc1C)C(=O)OC(C)(C)C. (2) Given the product NC1CCC(CNC(=O)c2cc(C(F)(F)F)cc(C(F)(F)F)c2)CC1, predict the reactants needed to synthesize it. The reactants are: CC(C)(C)OC(=O)N[C@H]1CC[C@@H](CNC(=O)c2cc(C(F)(F)F)cc(C(F)(F)F)c2)CC1. (3) Given the product Nc1c(Cl)cc(C(O)CNCCCCCCOCCc2ccc(C(=O)O)s2)cc1Cl, predict the reactants needed to synthesize it. The reactants are: COC(=O)c1ccc(CCOCCCCCCNCC(O)c2cc(Cl)c(N)c(Cl)c2)s1. (4) Given the product Cn1ccc2ccc(-n3ccnc3)cc21, predict the reactants needed to synthesize it. The reactants are: Cn1ccc2ccc(I)cc21.c1c[nH]cn1. (5) Given the product Cc1ccccc1-c1ccccc1N, predict the reactants needed to synthesize it. The reactants are: Cc1ccccc1B(O)O.Nc1ccccc1Br.